From a dataset of CYP1A2 inhibition data for predicting drug metabolism from PubChem BioAssay. Regression/Classification. Given a drug SMILES string, predict its absorption, distribution, metabolism, or excretion properties. Task type varies by dataset: regression for continuous measurements (e.g., permeability, clearance, half-life) or binary classification for categorical outcomes (e.g., BBB penetration, CYP inhibition). Dataset: cyp1a2_veith. (1) The drug is CN(C)c1ncnc2ccc(-c3ccoc3)cc12. The result is 1 (inhibitor). (2) The molecule is NCC(=O)N[C@H](CO)C(=O)O. The result is 0 (non-inhibitor). (3) The compound is CO[C@H]1COC(=O)C/C=C\[C@H](C)[C@@H](OC)COC(=O)C/C=C\[C@@H]1C. The result is 0 (non-inhibitor). (4) The compound is O=S(c1ccccc1)c1ccc2nnnn2n1. The result is 1 (inhibitor). (5) The molecule is CN1CCN(c2ncc3nc(-c4ccc(Cl)cc4)c(=O)n(Cc4cccs4)c3n2)CC1. The result is 1 (inhibitor).